From a dataset of Retrosynthesis with 50K atom-mapped reactions and 10 reaction types from USPTO. Predict the reactants needed to synthesize the given product. (1) Given the product Clc1cc2c(cc1N1CCCCC1)OCC2, predict the reactants needed to synthesize it. The reactants are: OC1Cc2cc(Cl)c(N3CCCCC3)cc2O1. (2) The reactants are: CCOC(=O)c1nc2ccc(CBr)cc2o1.Oc1ccc(OCc2ccc3ccccc3n2)cc1. Given the product CCOC(=O)c1nc2ccc(COc3ccc(OCc4ccc5ccccc5n4)cc3)cc2o1, predict the reactants needed to synthesize it. (3) Given the product Cn1ncc(-n2cccn2)c1CCc1ccc(C(F)(F)F)cc1, predict the reactants needed to synthesize it. The reactants are: Cn1ncc(I)c1CCc1ccc(C(F)(F)F)cc1.c1cn[nH]c1. (4) Given the product COC(=O)C1=Cc2c(ncnc2Nc2ccc(Oc3cccc(S(=O)(=O)C(C)C)c3)c(Cl)c2)NCC1, predict the reactants needed to synthesize it. The reactants are: CC(C)S(=O)(=O)c1cccc(Oc2ccc(N)cc2Cl)c1.COC(=O)C1=Cc2c(Cl)ncnc2NCC1. (5) Given the product C#CCOc1cccc(C#Cc2ccc(CCC(=O)OC)cc2)c1, predict the reactants needed to synthesize it. The reactants are: C#CCBr.COC(=O)CCc1ccc(C#Cc2cccc(O)c2)cc1. (6) Given the product CCCc1nc2c(C)cc(-c3nc4ccccc4[nH]3)cc2n1Cc1ccc(-c2ccccc2-c2nnn[nH]2)cc1, predict the reactants needed to synthesize it. The reactants are: CCCc1nc2c(C)cc(-c3nc4ccccc4[nH]3)cc2n1Cc1ccc(-c2ccccc2C#N)cc1.[N-]=[N+]=[N-].